Dataset: Forward reaction prediction with 1.9M reactions from USPTO patents (1976-2016). Task: Predict the product of the given reaction. (1) Given the reactants [NH2:1][C:2]1[CH:3]=[C:4]2[C:20](=[O:21])[NH:19][N:18]=[CH:17][C:6]3=[C:7]([C:11]4[CH:16]=[CH:15][CH:14]=[CH:13][CH:12]=4)[NH:8][C:9]([CH:10]=1)=[C:5]23.[C:22]1([CH:28]([CH3:32])[C:29](O)=[O:30])[CH:27]=[CH:26][CH:25]=[CH:24][CH:23]=1.C(N(CC)CC)C.F[P-](F)(F)(F)(F)F.N1(OC(N(C)C)=[N+](C)C)C2N=CC=CC=2N=N1, predict the reaction product. The product is: [O:21]=[C:20]1[C:4]2[C:5]3[C:6](=[C:7]([C:11]4[CH:12]=[CH:13][CH:14]=[CH:15][CH:16]=4)[NH:8][C:9]=3[CH:10]=[C:2]([NH:1][C:29](=[O:30])[CH:28]([C:22]3[CH:27]=[CH:26][CH:25]=[CH:24][CH:23]=3)[CH3:32])[CH:3]=2)[CH:17]=[N:18][NH:19]1. (2) Given the reactants C([N:8]1[CH2:31][CH2:30][C:11]2[N:12]=[CH:13][N:14]=[C:15]([NH:16][C:17]3[CH:22]=[CH:21][C:20]([S:23]([C:26]([F:29])([F:28])[F:27])(=[O:25])=[O:24])=[CH:19][CH:18]=3)[C:10]=2[CH2:9]1)C1C=CC=CC=1.ClC(OC(Cl)=O)C.C(N(CC)C(C)C)(C)C, predict the reaction product. The product is: [F:29][C:26]([F:27])([F:28])[S:23]([C:20]1[CH:21]=[CH:22][C:17]([NH:16][C:15]2[C:10]3[CH2:9][NH:8][CH2:31][CH2:30][C:11]=3[N:12]=[CH:13][N:14]=2)=[CH:18][CH:19]=1)(=[O:24])=[O:25]. (3) Given the reactants [Br:1][C:2]1[CH:7]=[CH:6][C:5]([OH:8])=[CH:4][N:3]=1.[H-].[Na+].I[CH2:12][CH2:13][CH3:14].O, predict the reaction product. The product is: [Br:1][C:2]1[CH:7]=[CH:6][C:5]([O:8][CH2:12][CH2:13][CH3:14])=[CH:4][N:3]=1.